Task: Predict the reactants needed to synthesize the given product.. Dataset: Full USPTO retrosynthesis dataset with 1.9M reactions from patents (1976-2016) (1) The reactants are: [Cl:1][C:2]1[CH:22]=[CH:21][C:5]([NH:6][C:7]2[S:11][C:10]3[CH:12]=[CH:13][CH:14]=[CH:15][C:9]=3[C:8]=2[C:16]([O:18][CH2:19][CH3:20])=[O:17])=[C:4]([N+:23]([O-])=O)[CH:3]=1.[H][H]. Given the product [NH2:23][C:4]1[CH:3]=[C:2]([Cl:1])[CH:22]=[CH:21][C:5]=1[NH:6][C:7]1[S:11][C:10]2[CH:12]=[CH:13][CH:14]=[CH:15][C:9]=2[C:8]=1[C:16]([O:18][CH2:19][CH3:20])=[O:17], predict the reactants needed to synthesize it. (2) Given the product [CH3:1][N:2]([C:4]([NH:6][C:7]([NH2:9])=[NH:8])=[NH:5])[CH3:3].[C:11]([O-:14])(=[O:13])[CH3:12], predict the reactants needed to synthesize it. The reactants are: [CH3:1][N:2]([C:4]([N:6]=[C:7]([NH2:9])[NH2:8])=[NH:5])[CH3:3].Cl.[C:11]([OH:14])(=[O:13])[CH3:12].[OH-].[Na+].